From a dataset of Experimentally validated miRNA-target interactions with 360,000+ pairs, plus equal number of negative samples. Binary Classification. Given a miRNA mature sequence and a target amino acid sequence, predict their likelihood of interaction. (1) The miRNA is hsa-miR-6795-3p with sequence ACCCCUCGUUUCUUCCCCCAG. The protein sequence of the target gene is MPKPINVRVTTMDAELEFAIQPNTTGKQLFDQVVKTVGLREVWFFGLQYVDSKGYSTWLKLNKKVTQQDVKKENPLQFKFRAKFFPEDVSEELIQEITQRLFFLQVKEAILNDEIYCPPETAVLLASYAVQAKYGDYNKEIHKPGYLANDRLLPQRVLEQHKLTKEQWEERIQNWHEEHRGMLREDSMMEYLKIAQDLEMYGVNYFEIKNKKGTELWLGVDALGLNIYEHDDKLTPKIGFPWSEIRNISFNDKKFVIKPIDKKAPDFVFYAPRLRINKRILALCMGNHELYMRRRKPDTI.... Result: 1 (interaction). (2) The miRNA is hsa-miR-103a-3p with sequence AGCAGCAUUGUACAGGGCUAUGA. The protein sequence of the target gene is MPGPPGSLEMGPLTFRDVAIEFSLEEWQCLDTAQRNLYRKVMFENYRNLVFLGIAVSKPHLITCLEQGKEPWNRKRQEMVAKPPVIYSHFTEDLWPEHSIKDSFQKVILRGYGKCGHENLQLRISCKSVDESKVFKEGYNELNQCLRTTQSKIFQCDKYVKVFHKFSNSNSHKKRNTGKKVFKCKECGKSFCMLSHLTQHIRIHTRENSYKCEECGKVLNWFSELIKHKGIHMGEKPYKCEECGKAFNQSSTLIKHKKIHIEEKPFKCEECGKAFSLFSILSKHKIIHTGDKPYKCDECH.... Result: 1 (interaction). (3) The miRNA is hsa-miR-6872-3p with sequence CCCAUGCCUCCUGCCGCGGUC. The protein sequence of the target gene is MSSLSGKVQTVLGLVEPSKLGRTLTHEHLAMTFDCCYCPPPPCQEAISKEPIVMKNLYWIQKNAYSHKENLQLNQETEAIKEELLYFKANGGGALVENTTTGISRDTQTLKRLAEETGVHIISGAGFYVDATHSSETRAMSVEQLTDVLMNEILHGADGTSIKCGIIGEIGCSWPLTESERKVLQATAHAQAQLGCPVIIHPGRSSRAPFQIIRILQEAGADISKTVMSHLDRTILDKKELLEFAQLGCYLEYDLFGTELLHYQLGPDIDMPDDNKRIRRVRLLVEEGCEDRILVAHDIH.... Result: 0 (no interaction).